From a dataset of NCI-60 drug combinations with 297,098 pairs across 59 cell lines. Regression. Given two drug SMILES strings and cell line genomic features, predict the synergy score measuring deviation from expected non-interaction effect. (1) Drug 1: CN(C)C1=NC(=NC(=N1)N(C)C)N(C)C. Drug 2: C1CN(P(=O)(OC1)NCCCl)CCCl. Cell line: UO-31. Synergy scores: CSS=0.436, Synergy_ZIP=0.672, Synergy_Bliss=0.429, Synergy_Loewe=-0.352, Synergy_HSA=-1.18. (2) Drug 1: CCC(=C(C1=CC=CC=C1)C2=CC=C(C=C2)OCCN(C)C)C3=CC=CC=C3.C(C(=O)O)C(CC(=O)O)(C(=O)O)O. Drug 2: CC(C)NC(=O)C1=CC=C(C=C1)CNNC.Cl. Cell line: MALME-3M. Synergy scores: CSS=-1.62, Synergy_ZIP=0.259, Synergy_Bliss=-1.32, Synergy_Loewe=-3.61, Synergy_HSA=-3.50. (3) Drug 1: CC1OCC2C(O1)C(C(C(O2)OC3C4COC(=O)C4C(C5=CC6=C(C=C35)OCO6)C7=CC(=C(C(=C7)OC)O)OC)O)O. Drug 2: CCC1=C2CN3C(=CC4=C(C3=O)COC(=O)C4(CC)O)C2=NC5=C1C=C(C=C5)O. Cell line: SK-OV-3. Synergy scores: CSS=24.1, Synergy_ZIP=0.393, Synergy_Bliss=0.998, Synergy_Loewe=-12.2, Synergy_HSA=3.37. (4) Drug 1: C1=NC2=C(N1)C(=S)N=CN2. Drug 2: C1CCC(C(C1)N)N.C(=O)(C(=O)[O-])[O-].[Pt+4]. Cell line: SK-MEL-28. Synergy scores: CSS=13.6, Synergy_ZIP=-4.09, Synergy_Bliss=-2.11, Synergy_Loewe=-2.83, Synergy_HSA=-2.40. (5) Drug 1: C1CN(CCN1C(=O)CCBr)C(=O)CCBr. Drug 2: CC1=C(C(=O)C2=C(C1=O)N3CC4C(C3(C2COC(=O)N)OC)N4)N. Cell line: MDA-MB-231. Synergy scores: CSS=18.1, Synergy_ZIP=-3.88, Synergy_Bliss=-1.56, Synergy_Loewe=0.124, Synergy_HSA=1.19. (6) Drug 1: C1CC(=O)NC(=O)C1N2CC3=C(C2=O)C=CC=C3N. Drug 2: C1=CC(=CC=C1CC(C(=O)O)N)N(CCCl)CCCl.Cl. Cell line: OVCAR-4. Synergy scores: CSS=8.79, Synergy_ZIP=3.86, Synergy_Bliss=8.96, Synergy_Loewe=5.00, Synergy_HSA=5.20.